This data is from Catalyst prediction with 721,799 reactions and 888 catalyst types from USPTO. The task is: Predict which catalyst facilitates the given reaction. (1) Reactant: [Cl:1][C:2]1[CH:7]=[CH:6][C:5]([S:8]([NH:11][C@H:12]([CH2:16][CH2:17][C:18]([F:21])([F:20])[F:19])[C:13]([NH2:15])=[O:14])(=[O:10])=[O:9])=[CH:4][CH:3]=1.Br[CH2:23][C:24]1[CH:31]=[CH:30][C:27]([C:28]#[N:29])=[CH:26][C:25]=1[F:32].C([O-])([O-])=O.[Cs+].[Cs+].C[N:40]([CH:42]=[O:43])C. The catalyst class is: 25. Product: [Cl:1][C:2]1[CH:7]=[CH:6][C:5]([S:8]([N:11]([CH2:23][C:24]2[CH:31]=[CH:30][C:27]([C:28]3[N:40]=[CH:42][O:43][N:29]=3)=[CH:26][C:25]=2[F:32])[C@H:12]([CH2:16][CH2:17][C:18]([F:21])([F:19])[F:20])[C:13]([NH2:15])=[O:14])(=[O:10])=[O:9])=[CH:4][CH:3]=1. (2) The catalyst class is: 429. Reactant: I[C:2]1[CH:3]=[CH:4][C:5]([C:18]([O:20][CH3:21])=[O:19])=[C:6]([NH:8][C:9]2[CH:17]=[CH:16][CH:15]=[CH:14][C:10]=2[C:11]([OH:13])=[O:12])[CH:7]=1.[I:22]C1C=C(C(OC)=O)C(N)=CC=1.[K+].[Br-].C(N(CC)CCNC(C1C2NC3C(=CC=CC=3)C(=O)C=2C(I)=CC=1)=O)C. Product: [I:22][C:3]1[CH:2]=[CH:7][C:6]([NH:8][C:9]2[CH:17]=[CH:16][CH:15]=[CH:14][C:10]=2[C:11]([OH:13])=[O:12])=[C:5]([C:18]([O:20][CH3:21])=[O:19])[CH:4]=1. (3) Reactant: [ClH:1].[F:2][C:3]([F:22])([F:21])[CH:4]([C:17]([F:20])([F:19])[F:18])[C@H:5]([NH:8][C@@H](C1C=CC=CC=1)C)[CH2:6][OH:7]. Product: [ClH:1].[NH2:8][C@@H:5]([CH:4]([C:3]([F:2])([F:21])[F:22])[C:17]([F:18])([F:19])[F:20])[CH2:6][OH:7]. The catalyst class is: 5. (4) Reactant: [C:1]([O:5][C:6]([N:8]1[CH2:13][CH2:12][CH:11]([O:14][C:15]2[C:16](Br)=[C:17]3[C:22](=[CH:23][CH:24]=2)[CH:21]=[N:20][C:19]([Cl:25])=[CH:18]3)[CH2:10][CH2:9]1)=[O:7])([CH3:4])([CH3:3])[CH3:2].[F:27][C:28]1[CH:33]=[CH:32][C:31](B(O)O)=[CH:30][CH:29]=1.C([O-])([O-])=O.[Na+].[Na+]. Product: [C:1]([O:5][C:6]([N:8]1[CH2:13][CH2:12][CH:11]([O:14][C:15]2[C:16]([C:31]3[CH:32]=[CH:33][C:28]([F:27])=[CH:29][CH:30]=3)=[C:17]3[C:22](=[CH:23][CH:24]=2)[CH:21]=[N:20][C:19]([Cl:25])=[CH:18]3)[CH2:10][CH2:9]1)=[O:7])([CH3:4])([CH3:3])[CH3:2]. The catalyst class is: 70. (5) Reactant: [CH3:1][O:2][C:3](=[O:17])[C:4]1[CH:9]=[CH:8][C:7]([C:10]#[C:11][Si](C)(C)C)=[CH:6][C:5]=1[Cl:16].[F-].C([N+](CCCC)(CCCC)CCCC)CCC. Product: [CH3:1][O:2][C:3](=[O:17])[C:4]1[CH:9]=[CH:8][C:7]([C:10]#[CH:11])=[CH:6][C:5]=1[Cl:16]. The catalyst class is: 1. (6) Reactant: CN(C)[CH:3]=[O:4].[H-].[Na+].Br[CH2:9][CH:10]([N:17]1[C:21]2[CH:22]=[C:23]([F:27])[C:24]([F:26])=[CH:25][C:20]=2[N:19]=[C:18]1[C:28]1[CH:33]=[CH:32][C:31]([Cl:34])=[CH:30][CH:29]=1)[CH:11]1[CH2:16][CH2:15][CH2:14][CH2:13][CH2:12]1.Cl. Product: [Cl:34][C:31]1[CH:30]=[CH:29][C:28]([C:18]2[N:17]([CH:10]([CH:11]3[CH2:16][CH2:15][CH2:14][CH2:13][CH2:12]3)[CH2:9][O:4][C:3]3[CH:20]=[CH:21][CH:22]=[CH:23][C:24]=3[F:26])[C:21]3[CH:22]=[C:23]([F:27])[C:24]([F:26])=[CH:25][C:20]=3[N:19]=2)=[CH:33][CH:32]=1. The catalyst class is: 13.